From a dataset of Full USPTO retrosynthesis dataset with 1.9M reactions from patents (1976-2016). Predict the reactants needed to synthesize the given product. (1) Given the product [CH3:1][C:2]1([CH3:26])[CH2:7][CH2:6][C:5]([C:8]2[CH:13]=[C:12]([C:14]3([C:20]4[N:21]=[N:22][NH:23][N:24]=4)[CH2:15][CH2:16][O:17][CH2:18][CH2:19]3)[CH:11]=[CH:10][C:9]=2[NH:25][C:43]([C:32]2[N:33]([CH2:35][O:36][CH2:37][CH2:38][Si:39]([CH3:42])([CH3:41])[CH3:40])[CH:34]=[C:30]([C:28]#[N:29])[N:31]=2)=[O:44])=[CH:4][CH2:3]1, predict the reactants needed to synthesize it. The reactants are: [CH3:1][C:2]1([CH3:26])[CH2:7][CH2:6][C:5]([C:8]2[CH:13]=[C:12]([C:14]3([C:20]4[N:21]=[N:22][NH:23][N:24]=4)[CH2:19][CH2:18][O:17][CH2:16][CH2:15]3)[CH:11]=[CH:10][C:9]=2[NH2:25])=[CH:4][CH2:3]1.[K+].[C:28]([C:30]1[N:31]=[C:32]([C:43]([O-])=[O:44])[N:33]([CH2:35][O:36][CH2:37][CH2:38][Si:39]([CH3:42])([CH3:41])[CH3:40])[CH:34]=1)#[N:29].C1CN([P+](Br)(N2CCCC2)N2CCCC2)CC1.F[P-](F)(F)(F)(F)F.CCN(C(C)C)C(C)C. (2) Given the product [CH3:1]/[C:2](=[CH:6]\[CH2:7][CH3:8])/[C:3]([N:32]1[C@@H:31]([C:25]2[CH:26]=[CH:27][CH:28]=[CH:29][CH:30]=2)[C@@H:35]([C:36]2[CH:37]=[CH:38][CH:39]=[CH:40][CH:41]=2)[O:34][C:33]1=[O:42])=[O:4], predict the reactants needed to synthesize it. The reactants are: [CH3:1]/[C:2](=[CH:6]\[CH2:7][CH3:8])/[C:3](O)=[O:4].C(N(CC)CC)C.C(Cl)(=O)C(C)(C)C.[Cl-].[Li+].[C:25]1([C@H:31]2[C@@H:35]([C:36]3[CH:41]=[CH:40][CH:39]=[CH:38][CH:37]=3)[O:34][C:33](=[O:42])[NH:32]2)[CH:30]=[CH:29][CH:28]=[CH:27][CH:26]=1. (3) Given the product [CH:37]1([NH:42][C:21]2[N:20]=[C:19]([O:18][C:11]3[C:12]4[C:17](=[CH:16][CH:15]=[CH:14][CH:13]=4)[C:8]([NH:7][C:5](=[O:6])[C:4]4[CH:27]=[C:28]([N:30]5[CH2:35][CH2:34][CH:33]([CH3:36])[CH2:32][CH2:31]5)[CH:29]=[C:2]([F:1])[CH:3]=4)=[CH:9][CH:10]=3)[CH:24]=[CH:23][N:22]=2)[CH2:41][CH2:40][CH2:39][CH2:38]1, predict the reactants needed to synthesize it. The reactants are: [F:1][C:2]1[CH:3]=[C:4]([CH:27]=[C:28]([N:30]2[CH2:35][CH2:34][CH:33]([CH3:36])[CH2:32][CH2:31]2)[CH:29]=1)[C:5]([NH:7][C:8]1[C:17]2[C:12](=[CH:13][CH:14]=[CH:15][CH:16]=2)[C:11]([O:18][C:19]2[CH:24]=[CH:23][N:22]=[C:21](SC)[N:20]=2)=[CH:10][CH:9]=1)=[O:6].[CH:37]1([NH2:42])[CH2:41][CH2:40][CH2:39][CH2:38]1.